This data is from Peptide-MHC class II binding affinity with 134,281 pairs from IEDB. The task is: Regression. Given a peptide amino acid sequence and an MHC pseudo amino acid sequence, predict their binding affinity value. This is MHC class II binding data. (1) The peptide sequence is VREAIKRRLRTLILA. The MHC is DRB3_0101 with pseudo-sequence DRB3_0101. The binding affinity (normalized) is 0.273. (2) The peptide sequence is ALFKAIEAYLLAHPD. The MHC is DRB5_0101 with pseudo-sequence DRB5_0101. The binding affinity (normalized) is 0.655. (3) The peptide sequence is IGSFFYFPSIGMQRT. The MHC is HLA-DQA10102-DQB10502 with pseudo-sequence HLA-DQA10102-DQB10502. The binding affinity (normalized) is 0.210. (4) The peptide sequence is DSYIIVGRGDSRLTY. The MHC is DRB1_1302 with pseudo-sequence DRB1_1302. The binding affinity (normalized) is 0.370. (5) The peptide sequence is AVFEYTIDCDGSILG. The MHC is DRB1_0301 with pseudo-sequence DRB1_0301. The binding affinity (normalized) is 0.519. (6) The peptide sequence is FGHDGTVWAQSADFP. The MHC is HLA-DPA10201-DPB11401 with pseudo-sequence HLA-DPA10201-DPB11401. The binding affinity (normalized) is 0.